Dataset: NCI-60 drug combinations with 297,098 pairs across 59 cell lines. Task: Regression. Given two drug SMILES strings and cell line genomic features, predict the synergy score measuring deviation from expected non-interaction effect. (1) Drug 1: CN(C)N=NC1=C(NC=N1)C(=O)N. Drug 2: CS(=O)(=O)OCCCCOS(=O)(=O)C. Cell line: U251. Synergy scores: CSS=11.7, Synergy_ZIP=-5.98, Synergy_Bliss=-5.96, Synergy_Loewe=-7.78, Synergy_HSA=-4.50. (2) Drug 1: CC(C1=C(C=CC(=C1Cl)F)Cl)OC2=C(N=CC(=C2)C3=CN(N=C3)C4CCNCC4)N. Drug 2: CC(CN1CC(=O)NC(=O)C1)N2CC(=O)NC(=O)C2. Cell line: SF-268. Synergy scores: CSS=8.44, Synergy_ZIP=-3.03, Synergy_Bliss=-0.840, Synergy_Loewe=-3.99, Synergy_HSA=-3.28.